This data is from Retrosynthesis with 50K atom-mapped reactions and 10 reaction types from USPTO. The task is: Predict the reactants needed to synthesize the given product. (1) Given the product CNC(=O)c1ccc(N)c(NC)c1, predict the reactants needed to synthesize it. The reactants are: CNC(=O)c1ccc([N+](=O)[O-])c(NC)c1. (2) Given the product Cc1ccc(NC(=O)CN(CC(=O)O)CC(=O)O)cc1I, predict the reactants needed to synthesize it. The reactants are: Cc1ccc(N)cc1I.O=C(O)CN(CC(=O)O)CC(=O)O. (3) Given the product CCCCCCCOC(=O)[C@@H](CCCNC(=O)OC(C)(C)C)Cc1ncn2c1CCc1ccccc1-2, predict the reactants needed to synthesize it. The reactants are: CC(C)(C)OC(=O)NCCC[C@@H](Cc1ncn2c1CCc1ccccc1-2)C(=O)O.CCCCCCCO. (4) Given the product Cc1ccc(Nc2ccccn2)cc1O, predict the reactants needed to synthesize it. The reactants are: Brc1ccccn1.Cc1ccc(N)cc1O.